Dataset: CYP1A2 inhibition data for predicting drug metabolism from PubChem BioAssay. Task: Regression/Classification. Given a drug SMILES string, predict its absorption, distribution, metabolism, or excretion properties. Task type varies by dataset: regression for continuous measurements (e.g., permeability, clearance, half-life) or binary classification for categorical outcomes (e.g., BBB penetration, CYP inhibition). Dataset: cyp1a2_veith. (1) The compound is O=C(CCCCCn1c(=S)[nH]c2cc3c(cc2c1=O)OCO3)N1CCN(C2CCCCC2)CC1. The result is 0 (non-inhibitor). (2) The molecule is Fc1cccc(/C=N\N=C/c2cccc(F)c2)c1. The result is 1 (inhibitor). (3) The molecule is CCOC(=O)CCN1C(=O)[C@@H]2CC=C3C(=O)[C@H]4O[C@H]4[C@@H](O)[C@H]3[C@H]2C1=O. The result is 0 (non-inhibitor). (4) The compound is O=C(Oc1ccccc1)N1CCC2(CCCN(c3ccc(-c4ccccc4)cc3)C2)CC1. The result is 0 (non-inhibitor). (5) The drug is Oc1ccc(Cl)cc1Cc1cc(Cl)cc(Cc2cc(Cl)ccc2O)c1O. The result is 0 (non-inhibitor). (6) The molecule is Cc1cnc(CNc2nc(-c3c(C)noc3C)nc3ccccc23)cn1. The result is 1 (inhibitor). (7) The result is 1 (inhibitor). The molecule is O=C(NCc1ccccc1)c1sc(=S)n2c1[nH]c(=O)c1ccccc12. (8) The drug is CCCCCOc1ccc(NC(=O)C(=O)NCCC2=CCCCC2)cc1. The result is 0 (non-inhibitor). (9) The compound is CC(=O)Nc1ccc(-c2ccccc2)s1. The result is 1 (inhibitor).